The task is: Predict which catalyst facilitates the given reaction.. This data is from Catalyst prediction with 721,799 reactions and 888 catalyst types from USPTO. (1) Reactant: [Cl-].[Li+].Br[C:4]1[CH:12]=[CH:11][C:7]2=[N:8][O:9][N:10]=[C:6]2[CH:5]=1.[CH2:13]([Sn](CCCC)(CCCC)CCCC)[CH:14]=[CH2:15]. Product: [CH2:15]([C:4]1[CH:12]=[CH:11][C:7]2=[N:8][O:9][N:10]=[C:6]2[CH:5]=1)[CH:14]=[CH2:13]. The catalyst class is: 109. (2) Reactant: [OH:1][C:2]12[CH2:11][CH:6]3[CH2:7][CH:8]([CH2:10][C:4]([C:12](O)=[O:13])([CH2:5]3)[CH2:3]1)[CH2:9]2.[S:15]1[CH:19]=[CH:18][CH:17]=[C:16]1[CH2:20][NH2:21].C(N(CC)CC)C.CCN=C=NCCCN(C)C. Product: [S:15]1[CH:19]=[CH:18][CH:17]=[C:16]1[CH2:20][NH:21][C:12]([C:4]12[CH2:5][CH:6]3[CH2:7][CH:8]([CH2:9][C:2]([OH:1])([CH2:11]3)[CH2:3]1)[CH2:10]2)=[O:13]. The catalyst class is: 64. (3) Reactant: [Cl:1][C:2]1[CH:3]=[C:4]([CH:21]=[C:22]([C:31]([F:34])([F:33])[F:32])[C:23]=1[CH2:24][N:25]1[CH2:30][CH2:29][NH:28][CH2:27][CH2:26]1)[C:5]([NH:7][CH2:8][C:9]1[CH:14]=[C:13]([Cl:15])[CH:12]=[CH:11][C:10]=1[S:16]([CH2:19][CH3:20])(=[O:18])=[O:17])=[O:6].Br[CH2:36][CH2:37][OH:38]. Product: [Cl:1][C:2]1[CH:3]=[C:4]([CH:21]=[C:22]([C:31]([F:32])([F:34])[F:33])[C:23]=1[CH2:24][N:25]1[CH2:30][CH2:29][N:28]([CH2:36][CH2:37][OH:38])[CH2:27][CH2:26]1)[C:5]([NH:7][CH2:8][C:9]1[CH:14]=[C:13]([Cl:15])[CH:12]=[CH:11][C:10]=1[S:16]([CH2:19][CH3:20])(=[O:18])=[O:17])=[O:6]. The catalyst class is: 66. (4) Reactant: [NH:1]1[CH2:6][CH2:5][O:4][CH2:3][CH2:2]1.[CH2:7]([N:9]1[C:15]2[CH:16]=[C:17]([N+:20]([O-:22])=[O:21])[CH:18]=[CH:19][C:14]=2[O:13][CH2:12][C:11](=[O:23])[CH2:10]1)[CH3:8].C(O[BH-](OC(=O)C)OC(=O)C)(=O)C.[Na+]. Product: [CH2:7]([N:9]1[C:15]2[CH:16]=[C:17]([N+:20]([O-:22])=[O:21])[CH:18]=[CH:19][C:14]=2[O:13][CH2:12][CH:11]([OH:23])[CH2:10]1)[CH3:8].[CH2:7]([N:9]1[C:15]2[CH:16]=[C:17]([N+:20]([O-:22])=[O:21])[CH:18]=[CH:19][C:14]=2[O:13][CH2:12][CH:11]([N:1]2[CH2:6][CH2:5][O:4][CH2:3][CH2:2]2)[CH2:10]1)[CH3:8]. The catalyst class is: 2.